From a dataset of Catalyst prediction with 721,799 reactions and 888 catalyst types from USPTO. Predict which catalyst facilitates the given reaction. Reactant: [CH3:1][C:2]1[C:11]2[C:6](=[CH:7][CH:8]=[CH:9][CH:10]=2)[CH:5]=[N:4][CH:3]=1.C1C=C(Cl)C=C(C(OO)=[O:20])C=1. Product: [CH3:1][C:2]1[C:11]2[C:6](=[CH:7][CH:8]=[CH:9][CH:10]=2)[CH:5]=[N+:4]([O-:20])[CH:3]=1. The catalyst class is: 2.